Dataset: Reaction yield outcomes from USPTO patents with 853,638 reactions. Task: Predict the reaction yield, written as a fraction of the theoretical maximum amount of product (1.0 means a 100% yield; for example, 0.34 means a 34% yield). (1) The reactants are C([O-])([O-])=O.[Cs+].[Cs+].Br[CH2:8][C:9]1[CH:18]=[C:17]2[C:12]([C:13]([C:22]3[CH:27]=[CH:26][C:25]([F:28])=[CH:24][CH:23]=3)=[CH:14][C:15]([C:19]([NH2:21])=[O:20])=[N:16]2)=[CH:11][CH:10]=1.[N:29]1[C:33]2[CH:34]=[CH:35][CH:36]=[CH:37][C:32]=2[NH:31][CH:30]=1. The catalyst is CN(C=O)C. The product is [N:29]1([CH2:8][C:9]2[CH:18]=[C:17]3[C:12]([C:13]([C:22]4[CH:27]=[CH:26][C:25]([F:28])=[CH:24][CH:23]=4)=[CH:14][C:15]([C:19]([NH2:21])=[O:20])=[N:16]3)=[CH:11][CH:10]=2)[C:33]2[CH:34]=[CH:35][CH:36]=[CH:37][C:32]=2[N:31]=[CH:30]1. The yield is 0.430. (2) The reactants are [Cl:1][C:2]1[C:7]([O:8][CH3:9])=[CH:6][C:5]([O:10][CH3:11])=[C:4]([Cl:12])[C:3]=1[C:13]1[C:24](=[O:25])[NH:23][C:16]2[N:17]=[C:18]([S:21][CH3:22])[N:19]=[CH:20][C:15]=2[CH:14]=1.C([O-])([O-])=O.[K+].[K+].I[CH2:33][CH2:34][CH2:35][N:36]1[CH2:41][CH2:40][N:39]([C:42]([O:44][C:45]([CH3:48])([CH3:47])[CH3:46])=[O:43])[CH2:38][CH2:37]1. The catalyst is CC(C)=O. The product is [Cl:1][C:2]1[C:7]([O:8][CH3:9])=[CH:6][C:5]([O:10][CH3:11])=[C:4]([Cl:12])[C:3]=1[C:13]1[C:24](=[O:25])[N:23]([CH2:33][CH2:34][CH2:35][N:36]2[CH2:41][CH2:40][N:39]([C:42]([O:44][C:45]([CH3:46])([CH3:48])[CH3:47])=[O:43])[CH2:38][CH2:37]2)[C:16]2[N:17]=[C:18]([S:21][CH3:22])[N:19]=[CH:20][C:15]=2[CH:14]=1. The yield is 0.770. (3) The reactants are [C:1]12([CH2:11][O:12][C:13]3[CH:20]=[CH:19][C:16]([C:17]#[N:18])=[CH:15][C:14]=3[C:21]3[C:22]([O:27][CH3:28])=[N:23][CH:24]=[CH:25][CH:26]=3)[CH2:10][CH:5]3[CH2:6][CH:7]([CH2:9][CH:3]([CH2:4]3)[CH2:2]1)[CH2:8]2.C(=O)([O-])[O-:30].[K+].[K+].OO. The catalyst is CS(C)=O.C(Cl)Cl. The product is [C:1]12([CH2:11][O:12][C:13]3[CH:20]=[CH:19][C:16]([C:17]([NH2:18])=[O:30])=[CH:15][C:14]=3[C:21]3[C:22]([O:27][CH3:28])=[N:23][CH:24]=[CH:25][CH:26]=3)[CH2:8][CH:7]3[CH2:6][CH:5]([CH2:4][CH:3]([CH2:9]3)[CH2:2]1)[CH2:10]2. The yield is 0.800. (4) The reactants are [CH3:1][Si:2]([CH3:19])([CH3:18])[CH2:3][CH2:4][O:5][CH2:6][N:7]1[C:11]2[CH:12]=[CH:13][CH:14]=[CH:15][C:10]=2[N:9]=[C:8]1[CH2:16][OH:17]. The catalyst is C(Cl)Cl.O=[Mn]=O. The product is [CH3:1][Si:2]([CH3:19])([CH3:18])[CH2:3][CH2:4][O:5][CH2:6][N:7]1[C:11]2[CH:12]=[CH:13][CH:14]=[CH:15][C:10]=2[N:9]=[C:8]1[CH:16]=[O:17]. The yield is 0.550. (5) The reactants are CO[C:3](=[O:11])[C:4]1[CH:9]=[CH:8][CH:7]=[C:6]([CH3:10])[CH:5]=1.[CH3:12][CH2:13][Mg+].[Br-].[NH4+].[Cl-].[CH3:18][CH2:19]OC(C)=O. The catalyst is C1COCC1. The product is [C:6]1([CH3:10])[CH:7]=[CH:8][CH:9]=[C:4]([C:3]([OH:11])([CH2:12][CH3:13])[CH2:18][CH3:19])[CH:5]=1. The yield is 0.960. (6) The reactants are BrC1C(N2CCN(C(NC3C=CC=CC=3)=O)CC2)=C2N=C(C3C=CC(N(C)C)=CC=3)NC2=NC=1.[Br:35][C:36]1[C:37]([N:46]2[CH2:51][CH2:50][N:49]([CH2:52][C:53]3[C:54]([CH3:59])=[N:55][O:56][C:57]=3[CH3:58])[CH2:48][CH2:47]2)=[C:38]([N+:43]([O-])=O)[C:39]([NH2:42])=[N:40][CH:41]=1.[O-]S(S([O-])=O)=O.[Na+].[Na+].[CH3:68][O:69][C:70]1[CH:75]=[CH:74][C:73]([CH:76]=O)=[CH:72][CH:71]=1. The catalyst is C(O)C.CN(C=O)C. The product is [Br:35][C:36]1[C:37]([N:46]2[CH2:51][CH2:50][N:49]([CH2:52][C:53]3[C:54]([CH3:59])=[N:55][O:56][C:57]=3[CH3:58])[CH2:48][CH2:47]2)=[C:38]2[N:43]=[C:76]([C:73]3[CH:74]=[CH:75][C:70]([O:69][CH3:68])=[CH:71][CH:72]=3)[NH:42][C:39]2=[N:40][CH:41]=1. The yield is 0.420. (7) The reactants are [C:1]([C:3]1[CH:8]=[CH:7][CH:6]=[CH:5][CH:4]=1)#[CH:2].[CH3:9][O:10][C:11]1[CH:16]=[CH:15][C:14](I)=[CH:13][CH:12]=1. The catalyst is Cl[Pd](Cl)([P](C1C=CC=CC=1)(C1C=CC=CC=1)C1C=CC=CC=1)[P](C1C=CC=CC=1)(C1C=CC=CC=1)C1C=CC=CC=1. The product is [CH3:9][O:10][C:11]1[CH:16]=[CH:15][C:14]([C:2]#[C:1][C:3]2[CH:8]=[CH:7][CH:6]=[CH:5][CH:4]=2)=[CH:13][CH:12]=1. The yield is 0.970.